From a dataset of Catalyst prediction with 721,799 reactions and 888 catalyst types from USPTO. Predict which catalyst facilitates the given reaction. (1) Reactant: C([O:4][CH2:5][C:6]([CH3:50])([CH3:49])[CH2:7][N:8]1[C:14]2[CH:15]=[CH:16][C:17]([Cl:19])=[CH:18][C:13]=2[C@@H:12]([C:20]2[CH:25]=[CH:24][CH:23]=[C:22]([O:26][CH3:27])[C:21]=2[O:28][CH3:29])[O:11][C@H:10]([CH2:30][C:31]([NH:33][C:34]2[CH:35]=[CH:36][C:37]3[S:41][C:40]([C:42]([O:44]CC)=[O:43])=[CH:39][C:38]=3[CH:47]=2)=[O:32])[C:9]1=[O:48])(=O)C.[OH-].[Na+].Cl. Product: [Cl:19][C:17]1[CH:16]=[CH:15][C:14]2[N:8]([CH2:7][C:6]([CH3:50])([CH3:49])[CH2:5][OH:4])[C:9](=[O:48])[C@@H:10]([CH2:30][C:31]([NH:33][C:34]3[CH:35]=[CH:36][C:37]4[S:41][C:40]([C:42]([OH:44])=[O:43])=[CH:39][C:38]=4[CH:47]=3)=[O:32])[O:11][C@H:12]([C:20]3[CH:25]=[CH:24][CH:23]=[C:22]([O:26][CH3:27])[C:21]=3[O:28][CH3:29])[C:13]=2[CH:18]=1. The catalyst class is: 214. (2) Reactant: FC(F)(F)C(O)=O.[CH3:8][O:9][C:10](=[O:32])[CH2:11][C:12]1[C:21]([CH3:22])=[C:20]([C:23]([N:25]2[CH2:30][CH2:29][NH:28][CH2:27][CH2:26]2)=[O:24])[C:19]2[C:14](=[CH:15][CH:16]=[C:17]([F:31])[CH:18]=2)[CH:13]=1.[CH2:33]([S:35](Cl)(=[O:37])=[O:36])[CH3:34].C(N(CC)CC)C. Product: [CH3:8][O:9][C:10](=[O:32])[CH2:11][C:12]1[C:21]([CH3:22])=[C:20]([C:23]([N:25]2[CH2:30][CH2:29][N:28]([S:35]([CH2:33][CH3:34])(=[O:37])=[O:36])[CH2:27][CH2:26]2)=[O:24])[C:19]2[C:14](=[CH:15][CH:16]=[C:17]([F:31])[CH:18]=2)[CH:13]=1. The catalyst class is: 4. (3) Reactant: [CH2:1]([N:8]1[C:13](=[O:14])[C:12]([C:15]2[CH:20]=[CH:19][C:18]([F:21])=[CH:17][CH:16]=2)=[C:11](OS(C(F)(F)F)(=O)=O)[CH:10]=[N:9]1)[C:2]1[CH:7]=[CH:6][CH:5]=[CH:4][CH:3]=1.[CH3:30][S:31][C:32]1[CH:37]=[CH:36][C:35](B(O)O)=[CH:34][CH:33]=1.CCN(CC)CC. Product: [CH2:1]([N:8]1[C:13](=[O:14])[C:12]([C:15]2[CH:20]=[CH:19][C:18]([F:21])=[CH:17][CH:16]=2)=[C:11]([C:35]2[CH:36]=[CH:37][C:32]([S:31][CH3:30])=[CH:33][CH:34]=2)[CH:10]=[N:9]1)[C:2]1[CH:7]=[CH:6][CH:5]=[CH:4][CH:3]=1. The catalyst class is: 206.